From a dataset of Full USPTO retrosynthesis dataset with 1.9M reactions from patents (1976-2016). Predict the reactants needed to synthesize the given product. Given the product [NH2:26][C:8]1[N:7]=[C:6]([O:5][CH2:1][CH2:2][CH2:3][CH3:4])[N:14]=[C:13]2[C:9]=1[NH:10][C:11](=[O:24])[N:12]2[CH2:15][CH2:16][CH2:17][CH:18]1[CH2:23][CH2:22][CH2:21][CH2:20][N:19]1[CH2:28][CH2:29][CH:30]([CH3:32])[CH3:31], predict the reactants needed to synthesize it. The reactants are: [CH2:1]([O:5][C:6]1[N:14]=[C:13]2[C:9]([N:10]=[C:11]([O:24]C)[N:12]2[CH2:15][CH2:16][CH2:17][CH:18]2[CH2:23][CH2:22][CH2:21][CH2:20][NH:19]2)=[C:8]([NH2:26])[N:7]=1)[CH2:2][CH2:3][CH3:4].Br[CH2:28][CH2:29][CH:30]([CH3:32])[CH3:31].